This data is from Full USPTO retrosynthesis dataset with 1.9M reactions from patents (1976-2016). The task is: Predict the reactants needed to synthesize the given product. (1) Given the product [CH3:51][N:52]([CH3:60])[CH:53]1[CH2:58][CH2:57][CH:56]([NH:59][C:34]([C:29]2[CH:28]=[C:27]([C:24]3[CH:23]=[CH:22][C:21]([CH2:20][C@H:19]([NH:18][C:16]([C@H:13]4[CH2:12][CH2:11][C@H:10]([CH2:9][NH:8][C:6](=[O:7])[O:5][C:1]([CH3:3])([CH3:2])[CH3:4])[CH2:15][CH2:14]4)=[O:17])[C:37](=[O:50])[NH:38][C:39]4[CH:40]=[CH:41][C:42]([C:45]5[N:46]=[N:47][NH:48][N:49]=5)=[CH:43][CH:44]=4)=[CH:26][CH:25]=3)[CH:32]=[C:31]([CH3:33])[CH:30]=2)=[O:35])[CH2:55][CH2:54]1, predict the reactants needed to synthesize it. The reactants are: [C:1]([O:5][C:6]([NH:8][CH2:9][C@H:10]1[CH2:15][CH2:14][C@H:13]([C:16]([NH:18][C@H:19]([C:37](=[O:50])[NH:38][C:39]2[CH:44]=[CH:43][C:42]([C:45]3[N:46]=[N:47][NH:48][N:49]=3)=[CH:41][CH:40]=2)[CH2:20][C:21]2[CH:26]=[CH:25][C:24]([C:27]3[CH:32]=[C:31]([CH3:33])[CH:30]=[C:29]([C:34](O)=[O:35])[CH:28]=3)=[CH:23][CH:22]=2)=[O:17])[CH2:12][CH2:11]1)=[O:7])([CH3:4])([CH3:3])[CH3:2].[CH3:51][N:52]([CH3:60])[CH:53]1[CH2:58][CH2:57][CH:56]([NH2:59])[CH2:55][CH2:54]1.C(N(CC)C(C)C)(C)C.CN(C(N(C)C)=[N+]1C2C(=NC=CC=2)[N+]([O-])=N1)C. (2) Given the product [CH3:1][O:2][C:3]([C:5]1[CH:6]=[C:7]([C:16]2[CH:21]=[CH:20][C:19]([C:22]([F:25])([F:24])[F:23])=[CH:18][CH:17]=2)[C:8]([O:11][CH2:12][CH2:13][CH2:14][O:26][N:27]2[C:31](=[O:32])[C:30]3[C:29](=[CH:36][CH:35]=[CH:34][CH:33]=3)[C:28]2=[O:37])=[CH:9][CH:10]=1)=[O:4], predict the reactants needed to synthesize it. The reactants are: [CH3:1][O:2][C:3]([C:5]1[CH:6]=[C:7]([C:16]2[CH:21]=[CH:20][C:19]([C:22]([F:25])([F:24])[F:23])=[CH:18][CH:17]=2)[C:8]([O:11][CH2:12][CH2:13][CH2:14]Br)=[CH:9][CH:10]=1)=[O:4].[OH:26][N:27]1[C:31](=[O:32])[C:30]2=[CH:33][CH:34]=[CH:35][CH:36]=[C:29]2[C:28]1=[O:37].C(N(CC)C(C)C)(C)C.